This data is from Forward reaction prediction with 1.9M reactions from USPTO patents (1976-2016). The task is: Predict the product of the given reaction. Given the reactants [CH3:1][C:2]([C:5]1[CH:6]=[CH:7][C:8]([S:11]([NH:14][C:15]2[C:16]([O:31][C:32]3[CH:33]=[CH:34][CH:35]=[CH:36][C:37]=3[O:38][CH3:39])=[C:17]([O:27][CH2:28][CH2:29][OH:30])[N:18]=[C:19]([C:21]3[N:22]=[CH:23][CH:24]=[CH:25][N:26]=3)[N:20]=2)(=[O:13])=[O:12])=[CH:9][CH:10]=1)([CH3:4])[CH3:3].[K], predict the reaction product. The product is: [CH3:4][C:2]([C:5]1[CH:10]=[CH:9][C:8]([S:11]([NH:14][C:15]2[C:16]([O:31][C:32]3[CH:33]=[CH:34][CH:35]=[CH:36][C:37]=3[O:38][CH3:39])=[C:17]([O:27][CH2:28][CH2:29][OH:30])[N:18]=[C:19]([C:21]3[N:26]=[CH:25][CH:24]=[CH:23][N:22]=3)[N:20]=2)(=[O:12])=[O:13])=[CH:7][CH:6]=1)([CH3:1])[CH3:3].